This data is from Catalyst prediction with 721,799 reactions and 888 catalyst types from USPTO. The task is: Predict which catalyst facilitates the given reaction. (1) Product: [N+:1]([C:4]1[CH:5]=[CH:6][C:7]([N:10]2[CH2:19][CH2:18][C:13]3([CH2:16][C:15](=[CH:25][C:20]([O:22][CH2:23][CH3:24])=[O:21])[CH2:14]3)[CH2:12][CH2:11]2)=[N:8][CH:9]=1)([O-:3])=[O:2]. Reactant: [N+:1]([C:4]1[CH:5]=[CH:6][C:7]([N:10]2[CH2:19][CH2:18][C:13]3([CH2:16][C:15](=O)[CH2:14]3)[CH2:12][CH2:11]2)=[N:8][CH:9]=1)([O-:3])=[O:2].[C:20]([CH:25]=P(C1C=CC=CC=1)(C1C=CC=CC=1)C1C=CC=CC=1)([O:22][CH2:23][CH3:24])=[O:21]. The catalyst class is: 133. (2) Reactant: Cl[C:2]1[CH:11]=[C:10]([C:12]#[N:13])[C:5]([C:6]([O:8][CH3:9])=[O:7])=[C:4]([C:14]2[CH:15]=[N:16][N:17]([CH3:19])[CH:18]=2)[N:3]=1.[NH2:20][C@@H:21]1[CH2:26][CH2:25][CH2:24][CH2:23][C@@H:22]1[NH:27][C:28](=[O:34])[O:29][C:30]([CH3:33])([CH3:32])[CH3:31].O.CCOC(C)=O. Product: [C:30]([O:29][C:28]([NH:27][C@H:22]1[CH2:23][CH2:24][CH2:25][CH2:26][C@H:21]1[NH:20][C:2]1[CH:11]=[C:10]([C:12]#[N:13])[C:5]([C:6]([O:8][CH3:9])=[O:7])=[C:4]([C:14]2[CH:15]=[N:16][N:17]([CH3:19])[CH:18]=2)[N:3]=1)=[O:34])([CH3:33])([CH3:31])[CH3:32]. The catalyst class is: 44. (3) Reactant: [F:1][C:2]([F:7])([F:6])[CH2:3][CH2:4][OH:5].[H-].[Na+].[Br:10][C:11]1[CH:20]=[CH:19][C:14]([C:15]([O:17][CH3:18])=[O:16])=[CH:13][C:12]=1[CH2:21]Br. Product: [Br:10][C:11]1[CH:20]=[CH:19][C:14]([C:15]([O:17][CH3:18])=[O:16])=[CH:13][C:12]=1[CH2:21][O:5][CH2:4][CH2:3][C:2]([F:7])([F:6])[F:1]. The catalyst class is: 7. (4) Reactant: C([NH:8][CH:9]([CH3:22])[CH2:10][NH:11][C:12]1[C:21]2[C:16](=[CH:17][CH:18]=[CH:19][CH:20]=2)[N:15]=[CH:14][CH:13]=1)(OC(C)(C)C)=O.F[C:24](F)(F)C(O)=O. Product: [NH2:8][CH:9]([CH2:22][CH3:24])[CH2:10][NH:11][C:12]1[C:21]2[C:16](=[CH:17][CH:18]=[CH:19][CH:20]=2)[N:15]=[CH:14][CH:13]=1. The catalyst class is: 11. (5) Reactant: [NH2:1][C:2]1[C:7]([C:8]2[N:17]([C:18]3[CH:32]=[CH:31][C:21]([CH2:22][NH:23][C:24](=[O:30])[O:25][C:26]([CH3:29])([CH3:28])[CH3:27])=[CH:20][CH:19]=3)[C:11]3=[N:12][CH:13]=[C:14](Br)[CH:15]=[C:10]3[N:9]=2)=[CH:6][CH:5]=[CH:4][N:3]=1. Product: [NH2:1][C:2]1[C:7]([C:8]2[N:17]([C:18]3[CH:32]=[CH:31][C:21]([CH2:22][NH:23][C:24](=[O:30])[O:25][C:26]([CH3:29])([CH3:28])[CH3:27])=[CH:20][CH:19]=3)[C:11]3=[N:12][CH:13]=[C:14]([C:7]4[CH:2]=[N:3][CH:4]=[CH:5][CH:6]=4)[CH:15]=[C:10]3[N:9]=2)=[CH:6][CH:5]=[CH:4][N:3]=1. The catalyst class is: 548. (6) Reactant: [H-].[Na+].C1(S([N:12]2[C:20]3[C:15](=[CH:16][C:17]([NH:21][C:22]4[C:23]5[S:30][C:29]([C:31]6[CH:36]=[CH:35][CH:34]=[CH:33][CH:32]=6)=[CH:28][C:24]=5[N:25]=[CH:26][N:27]=4)=[CH:18][CH:19]=3)[CH:14]=[CH:13]2)(=O)=O)C=CC=CC=1.O[CH2:38][CH2:39][N:40]1[CH2:45][CH2:44][O:43][CH2:42][CH2:41]1. Product: [N:40]1([CH2:39][CH2:38][N:12]2[C:20]3[C:15](=[CH:16][C:17]([NH:21][C:22]4[C:23]5[S:30][C:29]([C:31]6[CH:36]=[CH:35][CH:34]=[CH:33][CH:32]=6)=[CH:28][C:24]=5[N:25]=[CH:26][N:27]=4)=[CH:18][CH:19]=3)[CH:14]=[CH:13]2)[CH2:45][CH2:44][O:43][CH2:42][CH2:41]1. The catalyst class is: 12. (7) Reactant: [Br:1][C:2]1[C:7]([Cl:8])=[CH:6][C:5]([CH2:9][C:10]([O:12][C:13]2([C:19]([O:21]CC)=O)[CH2:18][CH2:17][CH2:16][CH2:15][CH2:14]2)=[O:11])=[C:4]([CH3:24])[CH:3]=1. Product: [Br:1][C:2]1[C:7]([Cl:8])=[CH:6][C:5]([C:9]2[C:10](=[O:11])[O:12][C:13]3([CH2:14][CH2:15][CH2:16][CH2:17][CH2:18]3)[C:19]=2[OH:21])=[C:4]([CH3:24])[CH:3]=1. The catalyst class is: 3. (8) The catalyst class is: 5. Reactant: Cl.Cl.Cl.[NH:4]1[C:12]2[C:7](=[CH:8][CH:9]=[C:10]([NH:13][C:14]([C:16]3[C:35]([N:36]4[CH2:41][CH2:40][NH:39][CH2:38][CH2:37]4)=[CH:34][C:19]4[NH:20][C:21]([NH:23][C:24]5[CH:29]=[CH:28][CH:27]=[CH:26][C:25]=5[C:30]([F:33])([F:32])[F:31])=[N:22][C:18]=4[CH:17]=3)=[O:15])[CH:11]=2)[CH:6]=[N:5]1.[O:42]=[CH:43][CH:44](CO)O.C([BH3-])#N.[Na+]. Product: [NH:4]1[C:12]2[C:7](=[CH:8][CH:9]=[C:10]([NH:13][C:14]([C:16]3[C:35]([N:36]4[CH2:37][CH2:38][N:39]([CH2:44][CH2:43][OH:42])[CH2:40][CH2:41]4)=[CH:34][C:19]4[NH:20][C:21]([NH:23][C:24]5[CH:29]=[CH:28][CH:27]=[CH:26][C:25]=5[C:30]([F:31])([F:32])[F:33])=[N:22][C:18]=4[CH:17]=3)=[O:15])[CH:11]=2)[CH:6]=[N:5]1. (9) The catalyst class is: 38. Product: [C:1]([O:5][C:6]([N:8]1[CH2:13][CH2:12][N:11]([C:14]2[CH:22]=[CH:21][C:20]([Br:23])=[C:19]3[C:15]=2[CH:16]=[CH:17][NH:18]3)[CH2:10][CH2:9]1)=[O:7])([CH3:4])([CH3:2])[CH3:3]. Reactant: [C:1]([O:5][C:6]([N:8]1[CH2:13][CH2:12][N:11]([C:14]2[CH:22]=[CH:21][CH:20]=[C:19]3[C:15]=2[CH:16]=[CH:17][NH:18]3)[CH2:10][CH2:9]1)=[O:7])([CH3:4])([CH3:3])[CH3:2].[Br:23]N1C(=O)CCC1=O.S([O-])([O-])(=O)=S.[Na+].[Na+].C(=O)(O)[O-].[Na+]. (10) Reactant: [CH3:1][N:2]1[C:7](=[O:8])[C:6]([C:9]2[CH:14]=[CH:13][N:12]=[CH:11][CH:10]=2)=[C:5]2[C:15](=[O:31])[N:16]([CH2:19][CH2:20][C:21]3[CH:30]=[CH:29][C:28]4[C:23](=[CH:24][CH:25]=[CH:26][CH:27]=4)[N:22]=3)[C:17](=O)[C:4]2=[CH:3]1.COC1C=CC(P2(SP(C3C=CC(OC)=CC=3)(=S)S2)=[S:41])=CC=1. Product: [CH3:1][N:2]1[C:7](=[O:8])[C:6]([C:9]2[CH:14]=[CH:13][N:12]=[CH:11][CH:10]=2)=[C:5]2[C:15](=[O:31])[N:16]([CH2:19][CH2:20][C:21]3[CH:30]=[CH:29][C:28]4[C:23](=[CH:24][CH:25]=[CH:26][CH:27]=4)[N:22]=3)[C:17](=[S:41])[C:4]2=[CH:3]1. The catalyst class is: 11.